This data is from Peptide-MHC class II binding affinity with 134,281 pairs from IEDB. The task is: Regression. Given a peptide amino acid sequence and an MHC pseudo amino acid sequence, predict their binding affinity value. This is MHC class II binding data. The peptide sequence is QRGVGVAQGGVFHTM. The MHC is DRB1_1301 with pseudo-sequence DRB1_1301. The binding affinity (normalized) is 0.207.